This data is from Full USPTO retrosynthesis dataset with 1.9M reactions from patents (1976-2016). The task is: Predict the reactants needed to synthesize the given product. (1) The reactants are: [OH:1][CH:2]1[CH2:7][CH2:6][N:5]([C:8](=[O:19])[CH2:9][NH:10][C:11]2[C:12](=[O:18])[N:13]([CH3:17])[N:14]=[CH:15][CH:16]=2)[CH2:4][CH2:3]1.[N+:20]([C:23]1[CH:28]=[CH:27][CH:26]=[CH:25][C:24]=1O)([O-:22])=[O:21]. Given the product [CH3:17][N:13]1[C:12](=[O:18])[C:11]([NH:10][CH2:9][C:8]([N:5]2[CH2:4][CH2:3][CH:2]([O:1][C:24]3[CH:25]=[CH:26][CH:27]=[CH:28][C:23]=3[N+:20]([O-:22])=[O:21])[CH2:7][CH2:6]2)=[O:19])=[CH:16][CH:15]=[N:14]1, predict the reactants needed to synthesize it. (2) Given the product [CH3:20][C:18]1([CH3:19])[C:17]2[C:21]3[N:6]([C:7]4[CH:8]=[CH:9][CH:10]=[CH:11][C:12]=4[C:13]=3[CH:14]=[CH:15][CH:16]=2)[C:5]2[CH:22]=[C:2]([B:28]([OH:31])[OH:29])[S:3][C:4]1=2, predict the reactants needed to synthesize it. The reactants are: Br[C:2]1[S:3][C:4]2[C:18]([CH3:20])([CH3:19])[C:17]3[C:21]4[N:6]([C:7]5[CH:8]=[CH:9][CH:10]=[CH:11][C:12]=5[C:13]=4[CH:14]=[CH:15][CH:16]=3)[C:5]=2[CH:22]=1.C([Li])CCC.[B:28](OC)([O:31]C)[O:29]C. (3) Given the product [OH:61][CH2:60][C@@H:59]([NH:58][C:22]([C:21]1[CH:25]=[CH:26][C:27]([CH3:28])=[C:19]([NH:18][C:16]([C:7]2[C:8](=[O:15])[NH:9][C:10]3[C:5]([CH:6]=2)=[CH:4][C:3]([O:2][CH3:1])=[C:12]([O:13][CH3:14])[CH:11]=3)=[O:17])[CH:20]=1)=[O:23])[C:62]1[CH:67]=[CH:66][CH:65]=[CH:64][CH:63]=1, predict the reactants needed to synthesize it. The reactants are: [CH3:1][O:2][C:3]1[CH:4]=[C:5]2[C:10](=[CH:11][C:12]=1[O:13][CH3:14])[NH:9][C:8](=[O:15])[C:7]([C:16]([NH:18][C:19]1[CH:20]=[C:21]([CH:25]=[CH:26][C:27]=1[CH3:28])[C:22](O)=[O:23])=[O:17])=[CH:6]2.CN(C=O)C.CN(C(ON1N=NC2C=CC=NC1=2)=[N+](C)C)C.F[P-](F)(F)(F)(F)F.[NH2:58][C@@H:59]([C:62]1[CH:67]=[CH:66][CH:65]=[CH:64][CH:63]=1)[CH2:60][OH:61].